From a dataset of Forward reaction prediction with 1.9M reactions from USPTO patents (1976-2016). Predict the product of the given reaction. (1) Given the reactants [Cl:1][C:2]1[S:3][C:4]([CH:17]2OCC[O:18]2)=[CH:5][C:6]=1[CH:7]1[C:12]2=[N:13][CH:14]=[CH:15][CH:16]=[C:11]2[CH2:10][CH2:9][O:8]1.C1COCC1.Cl.O, predict the reaction product. The product is: [Cl:1][C:2]1[S:3][C:4]([CH:17]=[O:18])=[CH:5][C:6]=1[CH:7]1[C:12]2=[N:13][CH:14]=[CH:15][CH:16]=[C:11]2[CH2:10][CH2:9][O:8]1. (2) Given the reactants [CH2:1]([S:3]([C:6]1[CH:7]=[CH:8][C:9]([O:15][CH:16]([CH3:21])[C:17]([F:20])([F:19])[F:18])=[C:10]([CH:14]=1)[C:11]([OH:13])=O)(=[O:5])=[O:4])[CH3:2].Cl.[F:23][C:24]([F:37])([F:36])[C:25]1[S:29][C:28]([N:30]2[CH2:35][CH2:34][NH:33][CH2:32][CH2:31]2)=[N:27][CH:26]=1, predict the reaction product. The product is: [CH2:1]([S:3]([C:6]1[CH:7]=[CH:8][C:9]([O:15][CH:16]([CH3:21])[C:17]([F:20])([F:19])[F:18])=[C:10]([C:11]([N:33]2[CH2:34][CH2:35][N:30]([C:28]3[S:29][C:25]([C:24]([F:37])([F:23])[F:36])=[CH:26][N:27]=3)[CH2:31][CH2:32]2)=[O:13])[CH:14]=1)(=[O:4])=[O:5])[CH3:2]. (3) The product is: [Br:1][C:2]1[CH:7]=[C:6]([F:8])[CH:5]=[CH:4][C:3]=1[CH:9]1[N:10]=[C:11]([N:22]2[CH:26]=[N:25][C:24]([C:27]#[N:28])=[N:23]2)[NH:12][C:13]([CH2:20][N:30]2[CH2:35][CH2:34][O:33][CH:32]([C:36]([OH:38])=[O:37])[CH2:31]2)=[C:14]1[C:15]([O:17][CH2:18][CH3:19])=[O:16]. Given the reactants [Br:1][C:2]1[CH:7]=[C:6]([F:8])[CH:5]=[CH:4][C:3]=1[CH:9]1[C:14]([C:15]([O:17][CH2:18][CH3:19])=[O:16])=[C:13]([CH2:20]Br)[NH:12][C:11]([N:22]2[CH:26]=[N:25][C:24]([C:27]#[N:28])=[N:23]2)=[N:10]1.Cl.[NH:30]1[CH2:35][CH2:34][O:33][CH:32]([C:36]([OH:38])=[O:37])[CH2:31]1, predict the reaction product. (4) Given the reactants Br[C:2]1[CH:11]=[CH:10][C:5]([C:6]([O:8][CH3:9])=[O:7])=[C:4]([CH3:12])[CH:3]=1.[C:13]([CH:15]1[CH2:19][CH2:18][CH2:17][CH2:16]1)#[CH:14], predict the reaction product. The product is: [CH:15]1([C:13]#[C:14][C:2]2[CH:11]=[CH:10][C:5]([C:6]([O:8][CH3:9])=[O:7])=[C:4]([CH3:12])[CH:3]=2)[CH2:19][CH2:18][CH2:17][CH2:16]1. (5) Given the reactants [O:1]1[C:5]2[CH:6]=[CH:7][C:8]([CH:10]=[CH:11][C:12](Cl)=[O:13])=[CH:9][C:4]=2[O:3][CH2:2]1.COC(=O)[C:18]([C:20]1[CH:25]=[CH:24][CH:23]=[C:22]([NH2:26])[CH:21]=1)=[CH2:19].[C:28]([O-:31])(O)=[O:29].[Na+].O1CCC[CH2:34]1, predict the reaction product. The product is: [CH3:34][O:31][C:28](=[O:29])/[CH:19]=[CH:18]/[C:20]1[CH:25]=[CH:24][CH:23]=[C:22]([NH:26][C:12](=[O:13])/[CH:11]=[CH:10]/[C:8]2[CH:7]=[CH:6][C:5]3[O:1][CH2:2][O:3][C:4]=3[CH:9]=2)[CH:21]=1.